This data is from Reaction yield outcomes from USPTO patents with 853,638 reactions. The task is: Predict the reaction yield, written as a fraction of the theoretical maximum amount of product (1.0 means a 100% yield; for example, 0.34 means a 34% yield). The reactants are [CH3:1][N:2]([CH3:20])[C:3]([C:5]1[N:14]([CH:15]2[CH2:19][CH2:18][CH2:17][CH2:16]2)[C:8]2[N:9]=[C:10](Cl)[N:11]=[CH:12][C:7]=2[CH:6]=1)=[O:4].C(OC([N:28]1[CH2:33][CH2:32][N:31]([C:34]2[CH:35]=[N:36][C:37]([NH2:40])=[CH:38][CH:39]=2)[CH2:30][C:29]1([CH3:42])[CH3:41])=O)(C)(C)C. No catalyst specified. The product is [CH3:1][N:2]([CH3:20])[C:3]([C:5]1[N:14]([CH:15]2[CH2:19][CH2:18][CH2:17][CH2:16]2)[C:8]2[N:9]=[C:10]([NH:40][C:37]3[CH:38]=[CH:39][C:34]([N:31]4[CH2:32][CH2:33][NH:28][C:29]([CH3:42])([CH3:41])[CH2:30]4)=[CH:35][N:36]=3)[N:11]=[CH:12][C:7]=2[CH:6]=1)=[O:4]. The yield is 0.250.